Dataset: M1 muscarinic receptor antagonist screen with 61,756 compounds. Task: Binary Classification. Given a drug SMILES string, predict its activity (active/inactive) in a high-throughput screening assay against a specified biological target. (1) The drug is S(=O)(=O)(CCC(=O)N(c1ccc(OC)cc1)C)c1c2nonc2ccc1. The result is 0 (inactive). (2) The compound is S(=O)(=O)(NCC(=O)Nc1cc(F)c(cc1)C)c1sccc1. The result is 0 (inactive). (3) The drug is O=C(NC1CCCCC1)c1ccc(OC(C)C(O)=O)cc1. The result is 0 (inactive). (4) The molecule is O=C/1N(CCCC)C(=O)NC(=O)C1=C(\Nc1cc2CCCc2cc1)CC. The result is 0 (inactive). (5) The compound is O=C1N(C(\C(C1=O)=C(\O)c1ccccc1)c1c(OC)cccc1)CC(C)C. The result is 0 (inactive). (6) The molecule is O=C(NC1CCCCC1)Cn1c2c(c(=O)n(c1=O)c1c(OC)cc(OC)cc1)cccc2. The result is 0 (inactive).